This data is from NCI-60 drug combinations with 297,098 pairs across 59 cell lines. The task is: Regression. Given two drug SMILES strings and cell line genomic features, predict the synergy score measuring deviation from expected non-interaction effect. (1) Drug 1: C1CNP(=O)(OC1)N(CCCl)CCCl. Drug 2: C1C(C(OC1N2C=NC3=C2NC=NCC3O)CO)O. Cell line: HOP-92. Synergy scores: CSS=-0.834, Synergy_ZIP=-4.76, Synergy_Bliss=-11.1, Synergy_Loewe=-11.9, Synergy_HSA=-10.4. (2) Drug 1: CC1CCC2CC(C(=CC=CC=CC(CC(C(=O)C(C(C(=CC(C(=O)CC(OC(=O)C3CCCCN3C(=O)C(=O)C1(O2)O)C(C)CC4CCC(C(C4)OC)OCCO)C)C)O)OC)C)C)C)OC. Drug 2: C#CCC(CC1=CN=C2C(=N1)C(=NC(=N2)N)N)C3=CC=C(C=C3)C(=O)NC(CCC(=O)O)C(=O)O. Cell line: NCI-H522. Synergy scores: CSS=79.3, Synergy_ZIP=2.81, Synergy_Bliss=1.76, Synergy_Loewe=1.62, Synergy_HSA=1.90.